The task is: Regression/Classification. Given a drug SMILES string, predict its toxicity properties. Task type varies by dataset: regression for continuous values (e.g., LD50, hERG inhibition percentage) or binary classification for toxic/non-toxic outcomes (e.g., AMES mutagenicity, cardiotoxicity, hepatotoxicity). Dataset: herg_karim.. This data is from hERG potassium channel inhibition data for cardiac toxicity prediction from Karim et al.. (1) The drug is CCCC1(C(=O)c2ccc(Cl)c(Cl)c2)CCCN1. The result is 1 (blocker). (2) The result is 1 (blocker). The drug is O=C1COc2ccccc2N1CCCN1CCC(n2c(=O)[nH]c3c(F)cccc32)CC1.